Dataset: Peptide-MHC class II binding affinity with 134,281 pairs from IEDB. Task: Regression. Given a peptide amino acid sequence and an MHC pseudo amino acid sequence, predict their binding affinity value. This is MHC class II binding data. (1) The peptide sequence is ALFKAIEAYLLAHPD. The MHC is HLA-DPA10201-DPB11401 with pseudo-sequence HLA-DPA10201-DPB11401. The binding affinity (normalized) is 0.784. (2) The peptide sequence is EDVGYPIIIDQKYCP. The MHC is DRB4_0101 with pseudo-sequence DRB4_0103. The binding affinity (normalized) is 0.394. (3) The peptide sequence is RWQVVAPQLPDDLMI. The binding affinity (normalized) is 0.150. The MHC is DRB1_1201 with pseudo-sequence DRB1_1201. (4) The peptide sequence is LTVMDRYSVDADLQL. The MHC is DRB3_0202 with pseudo-sequence DRB3_0202. The binding affinity (normalized) is 0.419. (5) The peptide sequence is ILPNTLVLDFCDDAL. The MHC is HLA-DQA10102-DQB10602 with pseudo-sequence HLA-DQA10102-DQB10602. The binding affinity (normalized) is 0.739. (6) The peptide sequence is KRVSNVIIHGLHLYG. The MHC is DRB1_0405 with pseudo-sequence DRB1_0405. The binding affinity (normalized) is 0.462. (7) The peptide sequence is KFTVFEAAFNKAIKE. The MHC is DRB1_0401 with pseudo-sequence DRB1_0401. The binding affinity (normalized) is 0.517. (8) The peptide sequence is GAMAKKGDEQKLRSA. The MHC is DRB1_0405 with pseudo-sequence DRB1_0405. The binding affinity (normalized) is 0.0236. (9) The peptide sequence is IAYQEDEFFECFKYL. The MHC is DRB1_0901 with pseudo-sequence DRB1_0901. The binding affinity (normalized) is 0.376.